From a dataset of Forward reaction prediction with 1.9M reactions from USPTO patents (1976-2016). Predict the product of the given reaction. (1) The product is: [CH3:28][C:23]1[CH:22]=[C:21]([CH:26]=[CH:25][C:24]=1[CH3:27])[C:20]([C:11]1[C:12](=[O:19])[C:13]2[C:18](=[CH:17][CH:16]=[CH:15][CH:14]=2)[N:9]([CH2:8][C:6]2[NH:7][C:2](=[O:33])[CH:3]=[CH:4][CH:5]=2)[CH:10]=1)=[O:29]. Given the reactants Br[C:2]1[N:7]=[C:6]([CH2:8][N:9]2[C:18]3[C:13](=[CH:14][CH:15]=[CH:16][CH:17]=3)[C:12](=[O:19])[C:11]([C:20](=[O:29])[C:21]3[CH:26]=[CH:25][C:24]([CH3:27])=[C:23]([CH3:28])[CH:22]=3)=[CH:10]2)[CH:5]=[CH:4][CH:3]=1.Cl.C(O)(=[O:33])C, predict the reaction product. (2) Given the reactants O[Li].O.[O:4]([C:11]1[CH:12]=[C:13]([CH:31]=[CH:32][CH:33]=1)[CH2:14][O:15][C:16]12[CH2:22][C:19]([CH2:23][CH:24]3[CH2:26][CH:25]3[C:27]([O:29]C)=[O:28])([CH2:20][CH2:21]1)[CH2:18][CH2:17]2)[C:5]1[CH:10]=[CH:9][CH:8]=[CH:7][CH:6]=1.Cl, predict the reaction product. The product is: [O:4]([C:11]1[CH:12]=[C:13]([CH:31]=[CH:32][CH:33]=1)[CH2:14][O:15][C:16]12[CH2:22][C:19]([CH2:23][CH:24]3[CH2:26][CH:25]3[C:27]([OH:29])=[O:28])([CH2:18][CH2:17]1)[CH2:20][CH2:21]2)[C:5]1[CH:6]=[CH:7][CH:8]=[CH:9][CH:10]=1. (3) The product is: [Br:12][C:13]1[CH:14]=[N:15][CH:16]=[CH:17][C:18]=1[CH:19]([O:23][CH3:21])[O:20][CH3:1]. Given the reactants [CH3:1]C1C=CC(S(O)(=O)=O)=CC=1.[Br:12][C:13]1[CH:14]=[N:15][CH:16]=[CH:17][C:18]=1[CH:19]=[O:20].[CH2:21]([O:23]C(=O)C)C, predict the reaction product. (4) Given the reactants [C:1]([C:3]1([C:16](=[O:25])[NH:17][C:18]2[CH:23]=[CH:22][C:21]([CH3:24])=[CH:20][N:19]=2)[CH2:8][CH2:7][N:6]([C:9]([O:11][C:12]([CH3:15])([CH3:14])[CH3:13])=[O:10])[CH2:5][CH2:4]1)#[N:2], predict the reaction product. The product is: [NH2:2][CH2:1][C:3]1([C:16](=[O:25])[NH:17][C:18]2[CH:23]=[CH:22][C:21]([CH3:24])=[CH:20][N:19]=2)[CH2:8][CH2:7][N:6]([C:9]([O:11][C:12]([CH3:13])([CH3:15])[CH3:14])=[O:10])[CH2:5][CH2:4]1. (5) Given the reactants [CH3:1][O:2][C:3]1[N:11]=[CH:10][CH:9]=[CH:8][C:4]=1[C:5]([OH:7])=O.[N:12]1[CH:17]=[CH:16][CH:15]=[CH:14][C:13]=1[S:18][S:18][C:13]1[CH:14]=[CH:15][CH:16]=[CH:17][N:12]=1.C1(P(C2C=CC=CC=2)C2C=CC=CC=2)C=CC=CC=1, predict the reaction product. The product is: [CH3:1][O:2][C:3]1[C:4]([C:5](=[O:7])[S:18][C:13]2[CH:14]=[CH:15][CH:16]=[CH:17][N:12]=2)=[CH:8][CH:9]=[CH:10][N:11]=1. (6) Given the reactants [CH3:1][O:2][C:3]1([C:10]2[CH:17]=[CH:16][C:15]([C:18]([F:21])([F:20])[F:19])=[CH:14][C:11]=2[CH:12]=O)[CH2:9][CH2:8][CH2:7][CH2:6][CH2:5][CH2:4]1.[F:22][C:23]([F:37])([F:36])[C:24]1[CH:25]=[C:26]([CH:29]=[C:30]([C:32]([F:35])([F:34])[F:33])[CH:31]=1)[CH2:27][NH2:28].C(O)C.[BH4-].[Na+], predict the reaction product. The product is: [CH3:1][O:2][C:3]1([C:10]2[CH:17]=[CH:16][C:15]([C:18]([F:21])([F:20])[F:19])=[CH:14][C:11]=2[CH2:12][NH:28][CH2:27][C:26]2[CH:29]=[C:30]([C:32]([F:33])([F:34])[F:35])[CH:31]=[C:24]([C:23]([F:22])([F:36])[F:37])[CH:25]=2)[CH2:9][CH2:8][CH2:7][CH2:6][CH2:5][CH2:4]1. (7) Given the reactants [C:1]([C:3]([NH:28][C:29](=[O:41])[C:30]1[CH:35]=[CH:34][C:33]([O:36][C:37]([F:40])([F:39])[F:38])=[CH:32][CH:31]=1)([CH3:27])[CH2:4][O:5][C:6]1[CH:7]=[CH:8][C:9]2[CH2:13][O:12][B:11]([OH:14])[C:10]=2[C:15]=1[O:16][CH2:17][CH2:18][NH:19]C(=O)OC(C)(C)C)#[N:2].C(O)(C(F)(F)F)=[O:43], predict the reaction product. The product is: [NH2:19][CH2:18][CH2:17][O:16][C:15]1[C:10]2[B:11]([OH:14])[O:12][CH2:13][C:9]=2[CH:8]=[CH:7][C:6]=1[O:5][CH2:4][C:3]([NH:28][C:29](=[O:41])[C:30]1[CH:31]=[CH:32][C:33]([O:36][C:37]([F:39])([F:38])[F:40])=[CH:34][CH:35]=1)([C:1]#[N:2])[CH3:27].[NH2:2][C:1](=[O:43])[C:3]([NH:28][C:29](=[O:41])[C:30]1[CH:35]=[CH:34][C:33]([O:36][C:37]([F:40])([F:38])[F:39])=[CH:32][CH:31]=1)([CH3:27])[CH2:4][O:5][C:6]1[CH:7]=[CH:8][C:9]2[CH2:13][O:12][B:11]([OH:14])[C:10]=2[C:15]=1[O:16][CH2:17][CH2:18][NH2:19]. (8) The product is: [CH3:28][N:29]([CH3:39])[C:30]1[N:31]([C:2]2[N:3]=[C:4]([N:22]3[CH2:23][CH2:24][O:25][CH2:26][CH2:27]3)[C:5]3[N:11]=[C:10]([CH2:12][CH:13]4[CH2:14][CH2:15][N:16]([C:19](=[O:21])[CH3:20])[CH2:17][CH2:18]4)[CH:9]=[CH:8][C:6]=3[N:7]=2)[C:32]2[CH:38]=[CH:37][CH:36]=[CH:35][C:33]=2[N:34]=1. Given the reactants Cl[C:2]1[N:3]=[C:4]([N:22]2[CH2:27][CH2:26][O:25][CH2:24][CH2:23]2)[C:5]2[N:11]=[C:10]([CH2:12][CH:13]3[CH2:18][CH2:17][N:16]([C:19](=[O:21])[CH3:20])[CH2:15][CH2:14]3)[CH:9]=[CH:8][C:6]=2[N:7]=1.[CH3:28][N:29]([CH3:39])[C:30]1[NH:34][C:33]2[CH:35]=[CH:36][CH:37]=[CH:38][C:32]=2[N:31]=1, predict the reaction product. (9) Given the reactants Br[C:2]1[C:3]2[N:4]([C:9]([C:12]([O:14][CH2:15][CH3:16])=[O:13])=[CH:10][N:11]=2)[CH:5]=[C:6]([F:8])[CH:7]=1.CC1(C)C(C)(C)OB([C:25]2[O:29][C:28]([Si](C(C)C)(C(C)C)C(C)C)=[N:27][CH:26]=2)O1.C(=O)([O-])[O-].[K+].[K+], predict the reaction product. The product is: [F:8][C:6]1[CH:7]=[C:2]([C:25]2[O:29][CH:28]=[N:27][CH:26]=2)[C:3]2[N:4]([C:9]([C:12]([O:14][CH2:15][CH3:16])=[O:13])=[CH:10][N:11]=2)[CH:5]=1.